Dataset: Catalyst prediction with 721,799 reactions and 888 catalyst types from USPTO. Task: Predict which catalyst facilitates the given reaction. Reactant: Cl.C([O:9][C:10]1[CH:21]=[CH:20][CH:19]=[CH:18][C:11]=1[O:12][CH2:13][CH2:14][N:15]([CH3:17])[CH3:16])C1C=CC=CC=1. Product: [CH3:16][N:15]([CH3:17])[CH2:14][CH2:13][O:12][C:11]1[CH:18]=[CH:19][CH:20]=[CH:21][C:10]=1[OH:9]. The catalyst class is: 19.